This data is from Forward reaction prediction with 1.9M reactions from USPTO patents (1976-2016). The task is: Predict the product of the given reaction. (1) Given the reactants [F:1][C:2]1[C:10]2[N:9]([CH2:11][CH2:12][CH2:13][C:14]([CH3:19])([N+:16]([O-])=O)[CH3:15])[C:8](=[O:20])[N:7]([CH3:21])[C:6]=2[CH:5]=[CH:4][CH:3]=1.[H][H], predict the reaction product. The product is: [NH2:16][C:14]([CH3:19])([CH3:15])[CH2:13][CH2:12][CH2:11][N:9]1[C:10]2[C:2]([F:1])=[CH:3][CH:4]=[CH:5][C:6]=2[N:7]([CH3:21])[C:8]1=[O:20]. (2) Given the reactants [CH3:1][N:2]1[CH2:6][CH2:5][CH2:4][C@H:3]1[CH2:7][O:8][C:9]1[CH:10]=[C:11]([C:15]2[O:19][N:18]=[C:17]([CH2:20][CH2:21][CH2:22][OH:23])[CH:16]=2)[CH:12]=[N:13][CH:14]=1.[C:24]1(O)[CH:29]=[CH:28][CH:27]=[CH:26][CH:25]=1.C1C=CC(P(C2C=CC=CC=2)C2C=CC=CC=2)=CC=1.N(C(OCC)=O)=NC(OCC)=O, predict the reaction product. The product is: [CH3:1][N:2]1[CH2:6][CH2:5][CH2:4][C@H:3]1[CH2:7][O:8][C:9]1[CH:14]=[N:13][CH:12]=[C:11]([C:15]2[O:19][N:18]=[C:17]([CH2:20][CH2:21][CH2:22][O:23][C:24]3[CH:29]=[CH:28][CH:27]=[CH:26][CH:25]=3)[CH:16]=2)[CH:10]=1. (3) The product is: [ClH:37].[C:1]1([N:7]2[CH:11]=[C:10]([C:12]([NH:14][CH2:15][CH2:16][NH:17][C:18]([CH:20]3[CH2:25][CH2:24][NH:23][CH2:22][CH2:21]3)=[O:19])=[O:13])[C:9]([C:33]([F:35])([F:36])[F:34])=[N:8]2)[CH:2]=[CH:3][CH:4]=[CH:5][CH:6]=1. Given the reactants [C:1]1([N:7]2[CH:11]=[C:10]([C:12]([NH:14][CH2:15][CH2:16][NH:17][C:18]([CH:20]3[CH2:25][CH2:24][N:23](C(OC(C)(C)C)=O)[CH2:22][CH2:21]3)=[O:19])=[O:13])[C:9]([C:33]([F:36])([F:35])[F:34])=[N:8]2)[CH:6]=[CH:5][CH:4]=[CH:3][CH:2]=1.[ClH:37], predict the reaction product.